Task: Predict the reactants needed to synthesize the given product.. Dataset: Full USPTO retrosynthesis dataset with 1.9M reactions from patents (1976-2016) (1) Given the product [CH2:1]([O:3][C:4](=[O:21])[CH2:5][C@H:6]([NH:20][C:26]([NH2:32])=[O:25])[CH2:7][C:8]1[CH:9]=[CH:10][C:11]([C:14]2[CH:15]=[CH:16][CH:17]=[CH:18][CH:19]=2)=[CH:12][CH:13]=1)[CH3:2], predict the reactants needed to synthesize it. The reactants are: [CH2:1]([O:3][C:4](=[O:21])[CH2:5][C@H:6]([NH2:20])[CH2:7][C:8]1[CH:13]=[CH:12][C:11]([C:14]2[CH:19]=[CH:18][CH:17]=[CH:16][CH:15]=2)=[CH:10][CH:9]=1)[CH3:2].ClC([O:25][C:26]1C=CC=CC=1)=O.[N:32]1C=CC=CC=1.[OH-].[NH4+]. (2) Given the product [F:41][C:38]1[CH:39]=[CH:40][C:31]([NH:30][C:2]2[C:7]([C:8]([F:11])([F:10])[F:9])=[CH:6][N:5]=[C:4]([NH:12][C:13]3[CH:27]=[CH:26][C:16]([CH2:17][P:18](=[O:25])([O:22][CH2:23][CH3:24])[O:19][CH2:20][CH3:21])=[CH:15][C:14]=3[O:28][CH3:29])[N:3]=2)=[C:32]([C:33](=[O:34])[NH:35][CH3:36])[CH:37]=1, predict the reactants needed to synthesize it. The reactants are: Cl[C:2]1[C:7]([C:8]([F:11])([F:10])[F:9])=[CH:6][N:5]=[C:4]([NH:12][C:13]2[CH:27]=[CH:26][C:16]([CH2:17][P:18](=[O:25])([O:22][CH2:23][CH3:24])[O:19][CH2:20][CH3:21])=[CH:15][C:14]=2[O:28][CH3:29])[N:3]=1.[NH2:30][C:31]1[CH:40]=[CH:39][C:38]([F:41])=[CH:37][C:32]=1[C:33]([NH:35][CH3:36])=[O:34].C(O)(C(F)(F)F)=O. (3) Given the product [Br:1][C:2]1[CH:3]=[C:4]([CH:5]=[CH:6][CH:7]=1)[CH:8]=[C:21]1[CH2:26][CH2:25][N:24]([C:27]([O:29][C:30]([CH3:33])([CH3:32])[CH3:31])=[O:28])[CH2:23][CH2:22]1, predict the reactants needed to synthesize it. The reactants are: [Br:1][C:2]1[CH:7]=[CH:6][CH:5]=[C:4]([CH2:8]Br)[CH:3]=1.P(OCC)(OCC)OCC.O=[C:21]1[CH2:26][CH2:25][N:24]([C:27]([O:29][C:30]([CH3:33])([CH3:32])[CH3:31])=[O:28])[CH2:23][CH2:22]1.[H-].[Na+].